From a dataset of Full USPTO retrosynthesis dataset with 1.9M reactions from patents (1976-2016). Predict the reactants needed to synthesize the given product. (1) Given the product [CH:1]([C:4]1[C:5]([O:13][CH2:14][CH2:15][CH3:16])=[C:6]([CH:10]=[CH:11][CH:12]=1)[CH2:7][N:24]([CH3:22])[C:17](=[O:20])[CH:18]=[CH2:19])([CH3:2])[CH3:3], predict the reactants needed to synthesize it. The reactants are: [CH:1]([C:4]1[C:5]([O:13][CH2:14][CH2:15][CH3:16])=[C:6]([CH:10]=[CH:11][CH:12]=1)[CH2:7]CN)([CH3:3])[CH3:2].[C:17](Cl)(=[O:20])[CH:18]=[CH2:19].[CH2:22]([N:24](CC)CC)C. (2) Given the product [C:6]1([CH2:5][O:4][C:2]([NH:12][CH2:13][CH2:14][O:15][C@H:16]2[CH2:21][CH2:20][CH2:19][N:18]([C:22]([O:24][C:25]([CH3:28])([CH3:27])[CH3:26])=[O:23])[CH2:17]2)=[O:3])[CH:11]=[CH:10][CH:9]=[CH:8][CH:7]=1, predict the reactants needed to synthesize it. The reactants are: Cl[C:2]([O:4][CH2:5][C:6]1[CH:11]=[CH:10][CH:9]=[CH:8][CH:7]=1)=[O:3].[NH2:12][CH2:13][CH2:14][O:15][C@H:16]1[CH2:21][CH2:20][CH2:19][N:18]([C:22]([O:24][C:25]([CH3:28])([CH3:27])[CH3:26])=[O:23])[CH2:17]1.C(=O)(O)[O-].[Na+]. (3) Given the product [ClH:8].[Br:1][C:2]1[C:3]([NH:9][C:10]2[CH:15]=[CH:14][CH:13]=[CH:12][C:11]=2[NH:16][S:17]([CH3:20])(=[O:19])=[O:18])=[N:4][C:5]([NH:24][C:23]2[CH:25]=[CH:26][CH:27]=[CH:28][C:22]=2[CH3:21])=[N:6][CH:7]=1, predict the reactants needed to synthesize it. The reactants are: [Br:1][C:2]1[C:3]([NH:9][C:10]2[CH:15]=[CH:14][CH:13]=[CH:12][C:11]=2[NH:16][S:17]([CH3:20])(=[O:19])=[O:18])=[N:4][C:5]([Cl:8])=[N:6][CH:7]=1.[CH3:21][C:22]1[CH:28]=[CH:27][CH:26]=[CH:25][C:23]=1[NH2:24]. (4) Given the product [N+:1]([C:4]1[CH:8]=[C:7]([CH2:9][OH:10])[NH:6][N:5]=1)([O-:3])=[O:2], predict the reactants needed to synthesize it. The reactants are: [N+:1]([C:4]1[CH:8]=[C:7]([C:9](O)=[O:10])[NH:6][N:5]=1)([O-:3])=[O:2].B.C1COCC1.Cl.